This data is from Forward reaction prediction with 1.9M reactions from USPTO patents (1976-2016). The task is: Predict the product of the given reaction. (1) The product is: [C:21]([C:23]1[C:24]([O:39][CH:40]([CH3:42])[CH3:41])=[CH:25][C:26]([NH:29][C:30]([N:11]2[C:12]3[C:7](=[CH:6][C:5]([CH:14]4[CH2:18][CH2:17][O:16][CH2:15]4)=[C:4]([CH:3]([O:2][CH3:1])[O:19][CH3:20])[N:13]=3)[CH2:8][CH2:9][CH2:10]2)=[O:31])=[N:27][CH:28]=1)#[N:22]. Given the reactants [CH3:1][O:2][CH:3]([O:19][CH3:20])[C:4]1[N:13]=[C:12]2[C:7]([CH2:8][CH2:9][CH2:10][NH:11]2)=[CH:6][C:5]=1[CH:14]1[CH2:18][CH2:17][O:16][CH2:15]1.[C:21]([C:23]1[C:24]([O:39][CH:40]([CH3:42])[CH3:41])=[CH:25][C:26]([NH:29][C:30](=O)[O:31]C2C=CC=CC=2)=[N:27][CH:28]=1)#[N:22], predict the reaction product. (2) Given the reactants [N:1]1([NH:7][C:8]([C:10]2[C:14]([CH3:15])=[C:13]([C:16]3[CH:21]=[CH:20][C:19](Br)=[CH:18][CH:17]=3)[N:12]([C:23]3[CH:28]=[CH:27][C:26]([Cl:29])=[CH:25][C:24]=3[Cl:30])[N:11]=2)=[O:9])[CH2:6][CH2:5][CH2:4][CH2:3][CH2:2]1.[CH2:31]([OH:34])[C:32]#[CH:33].[Cl-].[NH4+], predict the reaction product. The product is: [N:1]1([NH:7][C:8]([C:10]2[C:14]([CH3:15])=[C:13]([C:16]3[CH:21]=[CH:20][C:19]([C:33]#[C:32][CH2:31][OH:34])=[CH:18][CH:17]=3)[N:12]([C:23]3[CH:28]=[CH:27][C:26]([Cl:29])=[CH:25][C:24]=3[Cl:30])[N:11]=2)=[O:9])[CH2:6][CH2:5][CH2:4][CH2:3][CH2:2]1. (3) The product is: [Cl:1][C:2]1[CH:11]=[CH:10][C:9]2[N:8]=[C:7]([N:12]3[CH2:17][CH2:16][N:15]([CH3:18])[CH2:14][CH2:13]3)[C:6]3=[N:19][NH:20][CH:21]=[C:5]3[C:4]=2[CH:3]=1. Given the reactants [Cl:1][C:2]1[CH:11]=[CH:10][C:9]2[N:8]=[C:7]([N:12]3[CH2:17][CH2:16][N:15]([CH3:18])[CH2:14][CH2:13]3)[C:6]3=[N:19][N:20](CC4C=CC(OC)=CC=4)[CH:21]=[C:5]3[C:4]=2[CH:3]=1.FC(F)(F)C(O)=O.C1(OC)C=CC=CC=1.OS(O)(=O)=O, predict the reaction product. (4) Given the reactants [C:1]1([C:7]2[C:11]3[CH2:12][NH:13][CH2:14][CH2:15][C:10]=3[NH:9][N:8]=2)[CH:6]=[CH:5][CH:4]=[CH:3][CH:2]=1.[C:16]1(/[CH:22]=[CH:23]/[C:24](O)=[O:25])[CH:21]=[CH:20][CH:19]=[CH:18][CH:17]=1.CN(C(ON1N=NC2C=CC=NC1=2)=[N+](C)C)C.F[P-](F)(F)(F)(F)F.CCN(C(C)C)C(C)C, predict the reaction product. The product is: [C:16]1(/[CH:22]=[CH:23]/[C:24]([N:13]2[CH2:14][CH2:15][C:10]3[NH:9][N:8]=[C:7]([C:1]4[CH:2]=[CH:3][CH:4]=[CH:5][CH:6]=4)[C:11]=3[CH2:12]2)=[O:25])[CH:21]=[CH:20][CH:19]=[CH:18][CH:17]=1. (5) Given the reactants [CH3:1][O:2][C:3](=[O:21])[CH2:4][CH:5]1[C:9](=[O:10])[N:8]([CH2:11][C:12]2[CH:17]=[CH:16][C:15]([CH3:18])=[C:14]([CH3:19])[CH:13]=2)[C:7](=[O:20])[NH:6]1.[H-].[Na+].[CH3:24][O:25][C:26]1[CH:33]=[CH:32][C:29]([CH2:30]Cl)=[CH:28][CH:27]=1, predict the reaction product. The product is: [CH3:1][O:2][C:3](=[O:21])[CH2:4][CH:5]1[C:9](=[O:10])[N:8]([CH2:11][C:12]2[CH:17]=[CH:16][C:15]([CH3:18])=[C:14]([CH3:19])[CH:13]=2)[C:7](=[O:20])[N:6]1[CH2:30][C:29]1[CH:32]=[CH:33][C:26]([O:25][CH3:24])=[CH:27][CH:28]=1.